From a dataset of Reaction yield outcomes from USPTO patents with 853,638 reactions. Predict the reaction yield, written as a fraction of the theoretical maximum amount of product (1.0 means a 100% yield; for example, 0.34 means a 34% yield). (1) The reactants are [CH3:1][O:2][C:3]1[CH:8]=[CH:7][C:6]([S:9](Cl)(=[O:11])=[O:10])=[CH:5][CH:4]=1.[Cl:13][C:14]1[CH:20]=[CH:19][C:17]([NH2:18])=[CH:16][CH:15]=1.C(N(CC)CC)C. The catalyst is ClCCl. The product is [Cl:13][C:14]1[CH:20]=[CH:19][C:17]([NH:18][S:9]([C:6]2[CH:7]=[CH:8][C:3]([O:2][CH3:1])=[CH:4][CH:5]=2)(=[O:11])=[O:10])=[CH:16][CH:15]=1. The yield is 0.690. (2) The reactants are [NH2:1][C:2]1[CH:10]=[CH:9][C:5]2[N:6]=[CH:7][S:8][C:4]=2[CH:3]=1.[C:11](Cl)(Cl)=[S:12].Cl.[CH2:16]([N:18](CC)[CH2:19]C)C. The catalyst is C(Cl)(Cl)Cl.C([O-])(O)=O.[Na+].C1COCC1.ClCCN. The product is [NH3:1].[S:12]1[CH2:11][CH2:19][N:18]=[C:16]1[NH:1][C:2]1[CH:10]=[CH:9][C:5]2[N:6]=[CH:7][S:8][C:4]=2[CH:3]=1. The yield is 0.0500. (3) The catalyst is CO.CCOCC.CN(C)C=O.O. The yield is 0.900. The product is [Br:1][C:2]1[CH:3]=[CH:4][C:5]([CH2:8][O:9][Si:17]([C:20]([CH3:23])([CH3:22])[CH3:21])([CH3:19])[CH3:18])=[N:6][CH:7]=1. The reactants are [Br:1][C:2]1[CH:3]=[CH:4][C:5]([CH:8]=[O:9])=[N:6][CH:7]=1.[BH4-].[Na+].N1C=CN=C1.[Si:17](Cl)([C:20]([CH3:23])([CH3:22])[CH3:21])([CH3:19])[CH3:18]. (4) The reactants are [OH:1][N:2]=[C:3]([C:15]1[C:19]([NH:20][CH2:21][CH2:22][O:23][CH3:24])=[N:18][O:17][N:16]=1)[NH:4][C:5]1[CH:10]=[CH:9][CH:8]=[C:7]([C:11]([F:14])([F:13])[F:12])[CH:6]=1.[C:25](N1C=CN=C1)(N1C=CN=C1)=[O:26]. The catalyst is C(OCC)(=O)C. The product is [CH3:24][O:23][CH2:22][CH2:21][NH:20][C:19]1[C:15]([C:3]2[N:4]([C:5]3[CH:10]=[CH:9][CH:8]=[C:7]([C:11]([F:13])([F:14])[F:12])[CH:6]=3)[C:25](=[O:26])[O:1][N:2]=2)=[N:16][O:17][N:18]=1. The yield is 0.900. (5) The reactants are [N:1]1[C:2]([C:10]([OH:12])=O)=[CH:3][N:4]2[CH:9]=[CH:8][CH:7]=[CH:6][C:5]=12.CCN(C(C)C)C(C)C.CN(C(ON1N=NC2C=CC=NC1=2)=[N+](C)C)C.F[P-](F)(F)(F)(F)F.[CH3:46][O:47][C:48](=[O:75])[C:49]1[CH:54]=[CH:53][CH:52]=[C:51]([N:55]2[C:60]3[N:61]=[CH:62][C:63]([F:65])=[CH:64][C:59]=3[C:58](=[O:66])[N:57]([CH:67]3[CH2:72][CH2:71][CH:70]([NH2:73])[CH2:69][CH2:68]3)[C:56]2=[O:74])[CH:50]=1. The catalyst is CN1C(=O)CCC1.CN(C=O)C. The product is [F:65][C:63]1[CH:62]=[N:61][C:60]2[N:55]([C:51]3[CH:50]=[C:49]([CH:54]=[CH:53][CH:52]=3)[C:48]([O:47][CH3:46])=[O:75])[C:56](=[O:74])[N:57]([C@H:67]3[CH2:68][CH2:69][C@@H:70]([NH:73][C:10]([C:2]4[N:1]=[C:5]5[CH:6]=[CH:7][CH:8]=[CH:9][N:4]5[CH:3]=4)=[O:12])[CH2:71][CH2:72]3)[C:58](=[O:66])[C:59]=2[CH:64]=1. The yield is 0.720. (6) The product is [CH3:19][O:18][N:17]([CH3:16])[C:12]([C:10]1[NH:9][N:8]=[C:7]([C:1]2[CH:6]=[CH:5][CH:4]=[CH:3][CH:2]=2)[CH:11]=1)=[O:14]. The catalyst is C(Cl)Cl.C(Cl)Cl.CO. The yield is 0.670. The reactants are [C:1]1([C:7]2[CH:11]=[C:10]([C:12]([OH:14])=O)[NH:9][N:8]=2)[CH:6]=[CH:5][CH:4]=[CH:3][CH:2]=1.Cl.[CH3:16][NH:17][O:18][CH3:19].C(N(CC)CC)C.Cl.CN(C)CCCN=C=NCC. (7) The product is [Cl:1][C:2]1[C:3]([NH:9][C:10]2[O:31][C@:23]3([CH2:22][N:21]=2)[CH:28]2[CH2:29][CH2:30][N:25]([CH2:26][CH2:27]2)[CH2:24]3)=[N:4][CH:5]=[C:6]([Cl:8])[CH:7]=1. The catalyst is CN(C)C=O. The reactants are [Cl:1][C:2]1[C:3]([N:9]=[C:10]=S)=[N:4][CH:5]=[C:6]([Cl:8])[CH:7]=1.CCN(CC)CC.Cl.Cl.[NH2:21][CH2:22][C@@:23]1([OH:31])[CH:28]2[CH2:29][CH2:30][N:25]([CH2:26][CH2:27]2)[CH2:24]1.C(N=C=NC(C)C)(C)C. The yield is 0.440.